From a dataset of Forward reaction prediction with 1.9M reactions from USPTO patents (1976-2016). Predict the product of the given reaction. (1) Given the reactants [Si:1]([O:8][CH2:9][CH:10]1[CH2:15][CH2:14][N:13]([CH:16]([C:21]2[CH:26]=[C:25]([Cl:27])[CH:24]=[C:23]([Cl:28])[CH:22]=2)[C:17]([O:19][CH3:20])=[O:18])[CH2:12][CH2:11]1)([C:4]([CH3:7])([CH3:6])[CH3:5])([CH3:3])[CH3:2].[CH3:29][Si]([N-][Si](C)(C)C)(C)C.[Na+].CI, predict the reaction product. The product is: [Si:1]([O:8][CH2:9][CH:10]1[CH2:11][CH2:12][N:13]([C:16]([C:21]2[CH:26]=[C:25]([Cl:27])[CH:24]=[C:23]([Cl:28])[CH:22]=2)([CH3:29])[C:17]([O:19][CH3:20])=[O:18])[CH2:14][CH2:15]1)([C:4]([CH3:6])([CH3:7])[CH3:5])([CH3:3])[CH3:2]. (2) Given the reactants [F:1][C:2]1[CH:7]=[CH:6][C:5]([C:8]2[C:16]3[C:11](=[CH:12][CH:13]=[C:14]([C:17](=[O:19])[CH3:18])[CH:15]=3)[N:10](C3CCCCO3)[N:9]=2)=[CH:4][CH:3]=1.Cl, predict the reaction product. The product is: [F:1][C:2]1[CH:3]=[CH:4][C:5]([C:8]2[C:16]3[C:11](=[CH:12][CH:13]=[C:14]([C:17](=[O:19])[CH3:18])[CH:15]=3)[NH:10][N:9]=2)=[CH:6][CH:7]=1. (3) Given the reactants [F:1][C:2]1[CH:3]=[C:4]([CH:6]=[CH:7][C:8]=1[N:9]1[CH2:14][CH2:13][O:12][CH2:11][CH2:10]1)[NH2:5].[CH2:15]([NH:22][C:23](=[O:25])[O-])[C:16]1C=CC=C[CH:17]=1.Cl[C:27]([O:29]CC1C=CC=CC=1)=[O:28].[CH2:37]([Li])CCC.C(N)(=O)C, predict the reaction product. The product is: [CH3:37][C:23]([NH:22][CH2:15][C@@H:16]1[O:29][C:27](=[O:28])[N:5]([C:4]2[CH:6]=[CH:7][C:8]([N:9]3[CH2:14][CH2:13][O:12][CH2:11][CH2:10]3)=[C:2]([F:1])[CH:3]=2)[CH2:17]1)=[O:25]. (4) Given the reactants [N:1]1[CH:6]=[CH:5][CH:4]=[CH:3][C:2]=1[CH2:7][CH2:8][NH:9][CH2:10][CH2:11][C:12]1[CH:17]=[CH:16][CH:15]=[CH:14][N:13]=1.[CH:18](=O)[C:19]1[C:20](=[CH:22][CH:23]=[CH:24][CH:25]=1)[OH:21].C(O[BH-](OC(=O)C)OC(=O)C)(=O)C.[Na+].C([O-])(O)=O.[Na+], predict the reaction product. The product is: [N:1]1[CH:6]=[CH:5][CH:4]=[CH:3][C:2]=1[CH2:7][CH2:8][N:9]([CH2:18][C:19]1[CH:25]=[CH:24][CH:23]=[CH:22][C:20]=1[OH:21])[CH2:10][CH2:11][C:12]1[CH:17]=[CH:16][CH:15]=[CH:14][N:13]=1. (5) Given the reactants [F:1][CH:2]([F:19])[C:3]1[N:4]=[CH:5][N:6]([C:8]2[CH:13]=[CH:12][C:11]([N+:14]([O-])=O)=[CH:10][C:9]=2[O:17][CH3:18])[CH:7]=1, predict the reaction product. The product is: [F:19][CH:2]([F:1])[C:3]1[N:4]=[CH:5][N:6]([C:8]2[CH:13]=[CH:12][C:11]([NH2:14])=[CH:10][C:9]=2[O:17][CH3:18])[CH:7]=1. (6) The product is: [CH3:17][N:18]([CH3:22])[C:19](=[S:20])[O:8][C:5]1[CH:6]=[CH:7][C:2]([I:1])=[CH:3][CH:4]=1. Given the reactants [I:1][C:2]1[CH:7]=[CH:6][C:5]([OH:8])=[CH:4][CH:3]=1.N12CCN(CC1)CC2.[CH3:17][N:18]([CH3:22])[C:19](Cl)=[S:20].O, predict the reaction product.